From a dataset of Reaction yield outcomes from USPTO patents with 853,638 reactions. Predict the reaction yield, written as a fraction of the theoretical maximum amount of product (1.0 means a 100% yield; for example, 0.34 means a 34% yield). The reactants are [CH2:1]([O:8][C:9]([NH:11][C:12]1[C:13]([CH3:42])=[C:14]([C:18]2[C:30]3[C:29]4[C:24](=[CH:25][C:26]([O:31][CH:32]5[CH2:36][CH2:35][O:34][CH2:33]5)=[CH:27][CH:28]=4)[NH:23][C:22]=3[C:21]([C:37]([O:39]CC)=[O:38])=[N:20][CH:19]=2)[CH:15]=[CH:16][CH:17]=1)=[O:10])[C:2]1[CH:7]=[CH:6][CH:5]=[CH:4][CH:3]=1.O.[OH-].[Li+]. The catalyst is O1CCCC1.CO.O. The product is [CH2:1]([O:8][C:9]([NH:11][C:12]1[C:13]([CH3:42])=[C:14]([C:18]2[C:30]3[C:29]4[C:24](=[CH:25][C:26]([O:31][CH:32]5[CH2:36][CH2:35][O:34][CH2:33]5)=[CH:27][CH:28]=4)[NH:23][C:22]=3[C:21]([C:37]([OH:39])=[O:38])=[N:20][CH:19]=2)[CH:15]=[CH:16][CH:17]=1)=[O:10])[C:2]1[CH:3]=[CH:4][CH:5]=[CH:6][CH:7]=1. The yield is 0.860.